From a dataset of Catalyst prediction with 721,799 reactions and 888 catalyst types from USPTO. Predict which catalyst facilitates the given reaction. Reactant: N[CH2:2][C:3]1[CH:9]=[CH:8][CH:7]=[CH:6][C:4]=1[NH2:5].[C:10](N1C=CN=C1)([N:12]1C=CN=[CH:13]1)=[O:11]. Product: [NH:5]1[C:4]2[CH:6]=[CH:7][CH:8]=[CH:9][C:3]=2[CH2:2][CH2:13][NH:12][C:10]1=[O:11]. The catalyst class is: 10.